The task is: Predict the reaction yield, written as a fraction of the theoretical maximum amount of product (1.0 means a 100% yield; for example, 0.34 means a 34% yield).. This data is from Reaction yield outcomes from USPTO patents with 853,638 reactions. (1) The reactants are [CH3:1][C:2]1([CH3:18])[C:6]([CH3:8])([CH3:7])[O:5][B:4]([C:9]2[CH:10]=[C:11]([CH:15]=[CH:16][CH:17]=2)[C:12]([OH:14])=O)[O:3]1.[NH2:19][C:20]1[CH:32]=[CH:31][C:23]([C:24]([O:26][C:27]([CH3:30])([CH3:29])[CH3:28])=[O:25])=[CH:22][CH:21]=1.CN(C(ON1N=NC2C=CC=NC1=2)=[N+](C)C)C.F[P-](F)(F)(F)(F)F.CCN(C(C)C)C(C)C. The catalyst is CN(C=O)C. The product is [CH3:18][C:2]1([CH3:1])[C:6]([CH3:7])([CH3:8])[O:5][B:4]([C:9]2[CH:10]=[C:11]([CH:15]=[CH:16][CH:17]=2)[C:12]([NH:19][C:20]2[CH:32]=[CH:31][C:23]([C:24]([O:26][C:27]([CH3:28])([CH3:29])[CH3:30])=[O:25])=[CH:22][CH:21]=2)=[O:14])[O:3]1. The yield is 0.760. (2) The reactants are [F:1][C:2]1[CH:3]=[CH:4][C:5]2[N:6]([CH:8]=[C:9]([C:11]([NH:13][C@H:14]3[CH2:19][CH2:18][C@@H:17]([N:20]4[C:25](=[O:26])[C:24]5[CH:27]=[C:28]([F:31])[CH:29]=[N:30][C:23]=5[N:22]([C:32]5[CH:33]=[C:34]([C:38]6[CH:43]=[CH:42][C:41](C=O)=[CH:40][CH:39]=6)[CH:35]=[CH:36][CH:37]=5)[C:21]4=[O:46])[CH2:16][CH2:15]3)=[O:12])[N:10]=2)[CH:7]=1.[NH2:47][C@H:48]([CH3:51])[CH2:49][OH:50].[C:52](O[BH-](OC(=O)C)OC(=O)C)(=O)C.[Na+]. The catalyst is ClCCCl.ClCCl. The product is [F:1][C:2]1[CH:3]=[CH:4][C:5]2[N:6]([CH:8]=[C:9]([C:11]([NH:13][C@H:14]3[CH2:19][CH2:18][C@@H:17]([N:20]4[C:25](=[O:26])[C:24]5[CH:27]=[C:28]([F:31])[CH:29]=[N:30][C:23]=5[N:22]([C:32]5[CH:33]=[C:34]([C:38]6[CH:43]=[CH:42][C:41]([CH2:52][NH:47][C@H:48]([CH3:51])[CH2:49][OH:50])=[CH:40][CH:39]=6)[CH:35]=[CH:36][CH:37]=5)[C:21]4=[O:46])[CH2:16][CH2:15]3)=[O:12])[N:10]=2)[CH:7]=1. The yield is 0.170. (3) The reactants are [CH:1]12[NH:8][CH:5]([CH2:6][CH2:7]1)[CH2:4][CH:3]([CH:9]1[C:22]3[CH:21]=[CH:20][C:19]([C:23]4[CH:28]=[CH:27][CH:26]=[CH:25][C:24]=4[NH:29][C:30](=[O:32])[CH3:31])=[CH:18][C:17]=3[O:16][C:15]3[C:10]1=[CH:11][CH:12]=[CH:13][CH:14]=3)[CH2:2]2.C(=O)([O-])[O-].[K+].[K+].[CH2:39](Br)[CH:40]=[CH2:41]. The catalyst is CN(C=O)C. The product is [CH2:41]([N:8]1[CH:1]2[CH2:7][CH2:6][CH:5]1[CH2:4][CH:3]([CH:9]1[C:22]3[CH:21]=[CH:20][C:19]([C:23]4[CH:28]=[CH:27][CH:26]=[CH:25][C:24]=4[NH:29][C:30](=[O:32])[CH3:31])=[CH:18][C:17]=3[O:16][C:15]3[C:10]1=[CH:11][CH:12]=[CH:13][CH:14]=3)[CH2:2]2)[CH:40]=[CH2:39]. The yield is 0.360. (4) The reactants are [CH3:1][O:2][C:3]1[CH:4]=[C:5]([OH:18])[CH:6]=[C:7]([B:9]2[O:13][C:12]([CH3:15])([CH3:14])[C:11]([CH3:17])([CH3:16])[O:10]2)[CH:8]=1.C(N(CC)CC)C.[CH3:26][S:27](Cl)(=[O:29])=[O:28]. The catalyst is ClCCl. The product is [CH3:26][S:27]([O:18][C:5]1[CH:6]=[C:7]([B:9]2[O:10][C:11]([CH3:17])([CH3:16])[C:12]([CH3:14])([CH3:15])[O:13]2)[CH:8]=[C:3]([O:2][CH3:1])[CH:4]=1)(=[O:29])=[O:28]. The yield is 0.320. (5) The product is [C:1]([N:3]=[C:4]([N:12]1[CH2:13][CH2:14][C:15]([CH2:24][CH2:25][N:26]2[CH:31]3[CH2:32][CH2:33][CH:27]2[CH2:28][CH:29]([N:34]2[C:38]4[CH:39]=[CH:40][CH:41]=[CH:42][C:37]=4[N:36]=[C:35]2[CH3:43])[CH2:30]3)([C:18]2[CH:19]=[CH:20][CH:21]=[CH:22][CH:23]=2)[CH2:16][CH2:17]1)[S:47][CH:45]([CH3:46])[CH3:44])#[N:2]. The reactants are [C:1]([N:3]=[C:4]([N:12]1[CH2:17][CH2:16][C:15]([CH2:24][CH2:25][N:26]2[CH:31]3[CH2:32][CH2:33][CH:27]2[CH2:28][CH:29]([N:34]2[C:38]4[CH:39]=[CH:40][CH:41]=[CH:42][C:37]=4[N:36]=[C:35]2[CH3:43])[CH2:30]3)([C:18]2[CH:23]=[CH:22][CH:21]=[CH:20][CH:19]=2)[CH2:14][CH2:13]1)OC1C=CC=CC=1)#[N:2].[CH3:44][CH:45]([S-:47])[CH3:46].[Na+]. The catalyst is C1COCC1. The yield is 0.720. (6) The reactants are [OH:1][CH:2]([C:6]1[CH:11]=[CH:10][C:9]([C:12]2[N:16]=[C:15]([C:17]3[O:21][N:20]=[C:19]([C:22]4[CH:27]=[CH:26][CH:25]=[CH:24][CH:23]=4)[C:18]=3[C:28]([F:31])([F:30])[F:29])[O:14][N:13]=2)=[CH:8][CH:7]=1)[C:3]([OH:5])=O.[NH2:32][CH2:33][CH2:34][CH2:35][OH:36].CN1CCOCC1.CN(C(ON1N=NC2C=CC=NC1=2)=[N+](C)C)C.F[P-](F)(F)(F)(F)F. The catalyst is CN(C=O)C. The product is [OH:1][CH:2]([C:6]1[CH:11]=[CH:10][C:9]([C:12]2[N:16]=[C:15]([C:17]3[O:21][N:20]=[C:19]([C:22]4[CH:27]=[CH:26][CH:25]=[CH:24][CH:23]=4)[C:18]=3[C:28]([F:29])([F:30])[F:31])[O:14][N:13]=2)=[CH:8][CH:7]=1)[C:3]([NH:32][CH2:33][CH2:34][CH2:35][OH:36])=[O:5]. The yield is 0.265. (7) The reactants are C(OC(=O)[NH:7][CH:8]1[C:17]2[C:12](=[CH:13][C:14]([CH:18]=[CH:19][C:20]#[N:21])=[CH:15][CH:16]=2)[CH2:11][CH2:10][CH2:9]1)(C)(C)C.C(O)(C(F)(F)F)=O. The catalyst is C(Cl)Cl. The product is [NH2:7][CH:8]1[CH2:9][CH2:10][CH2:11][C:12]2[CH:13]=[C:14]([CH:18]=[CH:19][C:20]#[N:21])[CH:15]=[CH:16][C:17]1=2. The yield is 0.890. (8) The product is [CH3:1][O:2][C:3]1[CH:4]=[C:5]([CH2:11][CH:12]([NH:17][CH2:15][CH3:16])[CH3:13])[CH:6]=[CH:7][C:8]=1[O:9][CH3:10]. The catalyst is CO. The reactants are [CH3:1][O:2][C:3]1[CH:4]=[C:5]([CH2:11][C:12](=O)[CH3:13])[CH:6]=[CH:7][C:8]=1[O:9][CH3:10].[CH2:15]([NH2:17])[CH3:16].C([BH3-])#N.[Na+].C(O)(=O)C. The yield is 0.920. (9) The reactants are [Br:1][C:2]1[CH:26]=[CH:25][C:5]2[C:6]3[N:10]([CH2:11][CH2:12][O:13][C:4]=2[CH:3]=1)[CH:9]=[C:8]([C:14]1[N:15]([CH:22]([CH3:24])[CH3:23])[N:16]=[C:17]([CH2:19][O:20]C)[N:18]=1)[N:7]=3.C(=O)([O-])[O-].[Na+].[Na+]. The catalyst is Br. The product is [Br:1][C:2]1[CH:26]=[CH:25][C:5]2[C:6]3[N:10]([CH2:11][CH2:12][O:13][C:4]=2[CH:3]=1)[CH:9]=[C:8]([C:14]1[N:15]([CH:22]([CH3:24])[CH3:23])[N:16]=[C:17]([CH2:19][OH:20])[N:18]=1)[N:7]=3. The yield is 0.600.